From a dataset of CYP2C19 inhibition data for predicting drug metabolism from PubChem BioAssay. Regression/Classification. Given a drug SMILES string, predict its absorption, distribution, metabolism, or excretion properties. Task type varies by dataset: regression for continuous measurements (e.g., permeability, clearance, half-life) or binary classification for categorical outcomes (e.g., BBB penetration, CYP inhibition). Dataset: cyp2c19_veith. (1) The compound is O=C(Nc1ccc2c(c1)OCCO2)c1cc2sccc2n1Cc1ccccc1. The result is 1 (inhibitor). (2) The result is 0 (non-inhibitor). The drug is O=c1c(-c2ccc(F)cc2)nc2cnc(Oc3ccccc3)nc2n1Cc1cccs1. (3) The molecule is CCOC(=O)C(=Cc1ccc(F)cc1)C(=O)OCC. The result is 1 (inhibitor). (4) The compound is Cc1ccc(C2Nc3ccccc3C(=O)N2Cc2ccco2)cc1. The result is 1 (inhibitor).